Dataset: Reaction yield outcomes from USPTO patents with 853,638 reactions. Task: Predict the reaction yield, written as a fraction of the theoretical maximum amount of product (1.0 means a 100% yield; for example, 0.34 means a 34% yield). (1) The reactants are [CH3:1][N:2]1[C:6]2[C:7]([CH3:14])=[C:8]([C:11]([OH:13])=[O:12])[CH:9]=[CH:10][C:5]=2[S:4][C:3]1=[O:15].[C:16]1(=O)[CH2:21][CH2:20][CH2:19][C:18](=[O:22])[CH2:17]1.C(N=C=NCCCN(C)C)C. The catalyst is C(#N)C. The product is [CH3:1][N:2]1[C:6]2[C:7]([CH3:14])=[C:8]([C:11]([O:13][C:16]3[CH2:21][CH2:20][CH2:19][C:18](=[O:22])[CH:17]=3)=[O:12])[CH:9]=[CH:10][C:5]=2[S:4][C:3]1=[O:15]. The yield is 0.480. (2) The reactants are [Br:1][C:2]1[CH:7]=[C:6]([C:8]([F:20])([C:16]([F:19])([F:18])[F:17])[C:9]([F:15])([F:14])[C:10]([F:13])([F:12])[F:11])[CH:5]=[C:4]([Br:21])[C:3]=1[NH2:22].C(N(CC)CC)C.[N+:30]([C:33]1[CH:34]=[C:35]([CH:39]=[CH:40][C:41]=1[N:42]1[CH:46]=[N:45][CH:44]=[N:43]1)[C:36](O)=[O:37])([O-:32])=[O:31].O=C1N([ClH]P([ClH]N2CCOC2=O)=O)CCO1. The catalyst is ClCCCl. The product is [Br:1][C:2]1[CH:7]=[C:6]([C:8]([F:20])([C:16]([F:17])([F:18])[F:19])[C:9]([F:14])([F:15])[C:10]([F:11])([F:13])[F:12])[CH:5]=[C:4]([Br:21])[C:3]=1[NH:22][C:36](=[O:37])[C:35]1[CH:39]=[CH:40][C:41]([N:42]2[CH:46]=[N:45][CH:44]=[N:43]2)=[C:33]([N+:30]([O-:32])=[O:31])[CH:34]=1. The yield is 0.650. (3) The reactants are I[C:2]1[CH:7]=[CH:6][C:5]([S:8]([F:13])([F:12])([F:11])([F:10])[F:9])=[CH:4][CH:3]=1.[CH3:14]N(C)P(N(C)C)(N(C)C)=O.[C]=O.[OH2:27]. The catalyst is C(#N)C.C1C=CC([P]([Pd]([P](C2C=CC=CC=2)(C2C=CC=CC=2)C2C=CC=CC=2)([P](C2C=CC=CC=2)(C2C=CC=CC=2)C2C=CC=CC=2)[P](C2C=CC=CC=2)(C2C=CC=CC=2)C2C=CC=CC=2)(C2C=CC=CC=2)C2C=CC=CC=2)=CC=1. The product is [CH:7]1[C:2]([CH:14]=[O:27])=[CH:3][CH:4]=[C:5]([S:8]([F:13])([F:12])([F:11])([F:10])[F:9])[CH:6]=1. The yield is 0.860. (4) The reactants are [NH2:1][C:2]1[CH:11]=[CH:10][C:5]([C:6]([O:8][CH3:9])=[O:7])=[CH:4][C:3]=1[NH:12][C:13](=O)[C:14]([NH:17][C:18]([C:20]1[CH:21]=[CH:22][C:23]2C(C3CCCCC3)=[C:31]3[N:25]([CH2:26][CH2:27][O:28][C:29]4[CH:42]=[C:41]([O:43][CH3:44])[CH:40]=[CH:39][C:30]=43)[C:24]=2[CH:45]=1)=[O:19])([CH3:16])[CH3:15].[C:47]1([CH3:53])[CH:52]=[CH:51][CH:50]=[CH:49][CH:48]=1. The catalyst is C(O)(=O)C. The product is [CH:47]1([C:53]2[C:23]3[CH:22]=[CH:21][C:20]([C:18]([NH:17][C:14]([C:13]4[NH:12][C:3]5[CH:4]=[C:5]([C:6]([O:8][CH3:9])=[O:7])[CH:10]=[CH:11][C:2]=5[N:1]=4)([CH3:16])[CH3:15])=[O:19])=[CH:45][C:24]=3[N:25]3[C:31]=2[C:30]2[CH:39]=[CH:40][C:41]([O:43][CH3:44])=[CH:42][C:29]=2[O:28][CH2:27][CH2:26]3)[CH2:52][CH2:51][CH2:50][CH2:49][CH2:48]1. The yield is 0.950. (5) The yield is 0.889. The catalyst is C1COCC1.O.[Cl-].[Na+].O. The product is [Cl:21][C:15]1[CH:16]=[C:17]([Cl:20])[CH:18]=[CH:19][C:14]=1[O:13][CH2:12][C:11]([NH:10][C:5]1[CH:6]=[CH:7][CH:8]=[CH:9][C:4]=1[C:3]([OH:23])=[O:2])=[O:22]. The reactants are C[O:2][C:3](=[O:23])[C:4]1[CH:9]=[CH:8][CH:7]=[CH:6][C:5]=1[NH:10][C:11](=[O:22])[CH2:12][O:13][C:14]1[CH:19]=[CH:18][C:17]([Cl:20])=[CH:16][C:15]=1[Cl:21].Cl.C(OCC)(=O)C. (6) The reactants are [C:1]1([CH:7]([CH2:9][CH2:10][CH2:11][CH2:12][CH2:13][CH2:14][CH2:15][CH2:16][CH2:17][CH3:18])[CH3:8])[CH:6]=[CH:5][CH:4]=[CH:3][CH:2]=1.C=O.[Br-:21].[Na+].S(=O)(=O)(O)O.[C:28](O)(=O)C. No catalyst specified. The product is [Br:21][CH2:28][C:2]1[CH:3]=[CH:4][CH:5]=[CH:6][C:1]=1[CH:7]([CH2:9][CH2:10][CH2:11][CH2:12][CH2:13][CH2:14][CH2:15][CH2:16][CH2:17][CH3:18])[CH3:8]. The yield is 0.360.